From a dataset of Experimentally validated miRNA-target interactions with 360,000+ pairs, plus equal number of negative samples. Binary Classification. Given a miRNA mature sequence and a target amino acid sequence, predict their likelihood of interaction. (1) The miRNA is hsa-miR-202-3p with sequence AGAGGUAUAGGGCAUGGGAA. The protein sequence of the target gene is MALAVLRVLEPFPTETPPLAVLLPPGGPWPAAELGLVLALRPAGESPAGPALLVAALEGPDAGTEEQGPGPPQLLVSRALLRLLALGSGAWVRARAVRRPPALGWALLGTSLGPGLGPRVGPLLVRRGETLPVPGPRVLETRPALQGLLGPGTRLAVTELRGRARLCPESGDSSRPPPPPVVSSFAVSGTVRRLQGVLGGTGDSLGVSRSCLRGLGLFQGEWVWVAQARESSNTSQPHLARVQVLEPRWDLSDRLGPGSGPLGEPLADGLALVPATLAFNLGCDPLEMGELRIQRYLEGS.... Result: 0 (no interaction). (2) The protein sequence of the target gene is MSNHEKMSTTDLMENLREELTCFICLDYFSSPVTTECGHSFCLMCLLKSWEEHNTPLSCPECWRTLGAPHFQANERLGRLANIGRQLRSQVLQSEDEQSICGRMPGPSWVFSDDEQSVINVSPPSQGTNKACFSSEAEEQHKEKLQDIINILRKKKKEVQAILNHEKERVMLCKEETKTCKQVVVSEYMKMHQFLKEEEQLQLQLLEREEKANMKKLRENEIQLTQQIRRLGKMIGRIESTCQNLTLESFEEVKGAMDRYESLLFQSPETTITELSLCHITGMREMLRKFSTDITLDPAT.... Result: 0 (no interaction). The miRNA is hsa-miR-4494 with sequence CCAGACUGUGGCUGACCAGAGG. (3) The miRNA is hsa-miR-3136-5p with sequence CUGACUGAAUAGGUAGGGUCAUU. The protein sequence of the target gene is MATSNNPRKFSEKIALHNQKQAEETAAFEEVMKDLSLTRAARLQLQKSQYLQLGPSRGQYYGGSLPNVNQIGSSSVDLAFQTPFQSSGLDTSRTTRHHGLVDRVYRERGRLGSPHRRPLSVDKHGRQADSCPYGTVYLSPPADTSWRRTNSDSALHQSTMTPSQAESFTGGSQDAHQKRVLLLTVPGMEDTGAETDKTLSKQSWDSKKAGSRPKSCEVPGINIFPSADQENTTALIPATHNTGGSLPDLTNIHFPSPLPTPLDPEEPPFPALTSSSSTGSLAHLGVGGAGQGMNTPSSSP.... Result: 0 (no interaction).